Dataset: Forward reaction prediction with 1.9M reactions from USPTO patents (1976-2016). Task: Predict the product of the given reaction. (1) The product is: [OH:42][C:41]([CH:8]1[C:7](=[O:10])[N:6]2[C:2]([CH3:11])([CH3:1])[O:3][CH2:4][C@H:5]2[CH2:9]1)([CH3:43])[CH3:40]. Given the reactants [CH3:1][C:2]1([CH3:11])[N:6]2[C:7](=[O:10])[CH2:8][CH2:9][C@@H:5]2[CH2:4][O:3]1.C([N-]C(C)C)(C)C.[Li+].C1COCC1.CCCCCCC.C(C1C=CC=CC=1)C.[CH3:40][C:41]([CH3:43])=[O:42], predict the reaction product. (2) Given the reactants [CH3:1][C:2]1[CH:12]=[CH:11][C:5]([CH:6]=[CH:7][C:8]([OH:10])=O)=[CH:4][CH:3]=1.C(Cl)(=O)C(Cl)=O.[CH3:19][N:20]([CH3:36])[CH:21]1[CH2:25][CH2:24][N:23]([C:26]2[S:27][C:28]3[CH:34]=[C:33]([NH2:35])[CH:32]=[CH:31][C:29]=3[N:30]=2)[CH2:22]1, predict the reaction product. The product is: [CH3:19][N:20]([CH3:36])[CH:21]1[CH2:25][CH2:24][N:23]([C:26]2[S:27][C:28]3[CH:34]=[C:33]([NH:35][C:8](=[O:10])[CH:7]=[CH:6][C:5]4[CH:4]=[CH:3][C:2]([CH3:1])=[CH:12][CH:11]=4)[CH:32]=[CH:31][C:29]=3[N:30]=2)[CH2:22]1. (3) Given the reactants [CH2:1]=[C:2]1[S:6]/[C:5](=[N:7]\[C:8]([N:10]2[CH2:14][CH2:13][CH2:12][CH2:11]2)=[O:9])/[N:4]([C:15]2[CH:28]=[CH:27][C:18]3[O:19][C:20]([F:26])([F:25])[C:21]([F:24])([F:23])[O:22][C:17]=3[CH:16]=2)[CH2:3]1.ICl.C(=O)([O-])[O-:32].[Cs+].[Cs+].OS([O-])=O.[Na+].II, predict the reaction product. The product is: [OH:32][CH2:1][C:2]1[S:6]/[C:5](=[N:7]\[C:8]([N:10]2[CH2:14][CH2:13][CH2:12][CH2:11]2)=[O:9])/[N:4]([C:15]2[CH:28]=[CH:27][C:18]3[O:19][C:20]([F:25])([F:26])[C:21]([F:24])([F:23])[O:22][C:17]=3[CH:16]=2)[CH:3]=1. (4) Given the reactants [CH:1]1([C:4](/[C:6](=[CH:12]/N(C)C)/[C:7]([O:9][CH2:10]C)=[O:8])=O)[CH2:3][CH2:2]1.Br.[CH3:17][CH:18]1[O:23][CH:22]([CH3:24])[CH2:21][N:20]([C:25](=[NH:27])[NH2:26])[CH2:19]1.C[O-].[Na+], predict the reaction product. The product is: [CH:1]1([C:4]2[C:6]([C:7]([O:9][CH3:10])=[O:8])=[CH:12][N:26]=[C:25]([N:20]3[CH2:19][CH:18]([CH3:17])[O:23][CH:22]([CH3:24])[CH2:21]3)[N:27]=2)[CH2:3][CH2:2]1. (5) Given the reactants [CH3:1][O:2][C:3](=[O:46])[CH2:4][CH:5]([O:38][Si:39]([C:42]([CH3:45])([CH3:44])[CH3:43])([CH3:41])[CH3:40])[C:6]([CH3:37])([CH3:36])[C:7](=[O:35])[CH:8]([CH3:34])[CH:9]([OH:33])[CH:10]([CH3:32])[CH2:11][CH2:12][CH2:13][C:14]([CH3:31])=[CH:15][CH2:16][CH:17]([O:27][C:28](=[O:30])[CH3:29])[C:18]([CH3:26])=[CH:19][C:20]1[N:21]=[C:22]([CH3:25])[S:23][CH:24]=1.N1C=CN=C1.[CH2:52]([Si:54](Cl)([CH2:57][CH3:58])[CH2:55][CH3:56])[CH3:53], predict the reaction product. The product is: [CH3:1][O:2][C:3](=[O:46])[CH2:4][CH:5]([O:38][Si:39]([C:42]([CH3:44])([CH3:43])[CH3:45])([CH3:41])[CH3:40])[C:6]([CH3:36])([CH3:37])[C:7](=[O:35])[CH:8]([CH3:34])[CH:9]([O:33][Si:54]([CH2:57][CH3:58])([CH2:55][CH3:56])[CH2:52][CH3:53])[CH:10]([CH3:32])[CH2:11][CH2:12][CH2:13][C:14]([CH3:31])=[CH:15][CH2:16][CH:17]([O:27][C:28](=[O:30])[CH3:29])[C:18]([CH3:26])=[CH:19][C:20]1[N:21]=[C:22]([CH3:25])[S:23][CH:24]=1. (6) Given the reactants [CH:1]([O:4][C:5]([N:7]1[CH2:12][CH2:11][CH:10]([O:13][N:14]=[C:15]2[CH2:20][CH2:19][N:18]([C:21]3[CH:26]=[C:25]([NH2:27])[C:24]([N+:28]([O-])=O)=[CH:23][C:22]=3[F:31])[CH2:17][CH2:16]2)[CH2:9][CH2:8]1)=[O:6])([CH3:3])[CH3:2].[O-]S([O-])(=S)=O.[Na+].[Na+], predict the reaction product. The product is: [CH:1]([O:4][C:5]([N:7]1[CH2:12][CH2:11][CH:10]([O:13][N:14]=[C:15]2[CH2:20][CH2:19][N:18]([C:21]3[CH:26]=[C:25]([NH2:27])[C:24]([NH2:28])=[CH:23][C:22]=3[F:31])[CH2:17][CH2:16]2)[CH2:9][CH2:8]1)=[O:6])([CH3:3])[CH3:2]. (7) Given the reactants C([C:6]1[CH:16]=[CH:15][C:9]([CH:10]=[CH:11][C:12]([OH:14])=[O:13])=[CH:8][CH:7]=1)(=O)CCC.[C:17](Cl)(=[O:21])[C:18](Cl)=O.[O:23]1CCOCC1.N1[CH:34]=[CH:33]C=CC=1, predict the reaction product. The product is: [C:12]([CH:11]=[CH:10][C:9]1[CH:8]=[CH:7][C:6]([O:23][C:17](=[O:21])[CH2:18][CH2:33][CH3:34])=[CH:16][CH:15]=1)([OH:14])=[O:13].